This data is from Forward reaction prediction with 1.9M reactions from USPTO patents (1976-2016). The task is: Predict the product of the given reaction. (1) Given the reactants [Br:1][C:2]1[CH:30]=[CH:29][CH:28]=[CH:27][C:3]=1[CH2:4][C:5]1[O:6][C:7]([CH3:26])=[C:8]([CH3:25])[C:9]=1[C:10]([C:12]1[CH:17]=[C:16]([CH:18]([CH3:20])[CH3:19])[C:15]([OH:21])=[C:14]([CH:22]([CH3:24])[CH3:23])[CH:13]=1)=[O:11].Cl[S:32]([C:35]1[CH:43]=[CH:42][C:38]([C:39]([OH:41])=[O:40])=[C:37]([OH:44])[CH:36]=1)(=[O:34])=[O:33], predict the reaction product. The product is: [Br:1][C:2]1[CH:30]=[CH:29][CH:28]=[CH:27][C:3]=1[CH2:4][C:5]1[O:6][C:7]([CH3:26])=[C:8]([CH3:25])[C:9]=1[C:10]([C:12]1[CH:17]=[C:16]([CH:18]([CH3:19])[CH3:20])[C:15]([O:21][S:32]([C:35]2[CH:43]=[CH:42][C:38]([C:39]([OH:41])=[O:40])=[C:37]([OH:44])[CH:36]=2)(=[O:34])=[O:33])=[C:14]([CH:22]([CH3:23])[CH3:24])[CH:13]=1)=[O:11]. (2) Given the reactants C([NH:5][S:6]([C:9]1[CH:14]=[CH:13][CH:12]=[C:11]([C:15]2[CH:20]=[C:19]([C:21]3[N:26]=[C:25]([C:27]([F:30])([F:29])[F:28])[CH:24]=[C:23]([C:31]4[CH:36]=[CH:35][C:34]([C:37]([F:40])([F:39])[F:38])=[CH:33][C:32]=4[F:41])[N:22]=3)[CH:18]=[CH:17][N:16]=2)[CH:10]=1)(=[O:8])=[O:7])(C)(C)C.C(O)(C(F)(F)F)=O, predict the reaction product. The product is: [F:41][C:32]1[CH:33]=[C:34]([C:37]([F:40])([F:39])[F:38])[CH:35]=[CH:36][C:31]=1[C:23]1[CH:24]=[C:25]([C:27]([F:30])([F:28])[F:29])[N:26]=[C:21]([C:19]2[CH:18]=[CH:17][N:16]=[C:15]([C:11]3[CH:10]=[C:9]([S:6]([NH2:5])(=[O:7])=[O:8])[CH:14]=[CH:13][CH:12]=3)[CH:20]=2)[N:22]=1.